From a dataset of Forward reaction prediction with 1.9M reactions from USPTO patents (1976-2016). Predict the product of the given reaction. (1) Given the reactants [C:1]([C:4]1[CH:9]=[CH:8][C:7]([S:10](Cl)(=[O:12])=[O:11])=[CH:6][CH:5]=1)(=[O:3])[CH3:2].[CH3:14][NH:15][CH3:16], predict the reaction product. The product is: [C:1]([C:4]1[CH:9]=[CH:8][C:7]([S:10]([N:15]([CH3:16])[CH3:14])(=[O:12])=[O:11])=[CH:6][CH:5]=1)(=[O:3])[CH3:2]. (2) Given the reactants C(OC([N:8]1[CH2:13][CH2:12][CH:11]([O:14][C:15]2[N:16]=[N:17][C:18]([CH2:38][CH2:39][CH2:40][CH3:41])=[C:19]([C:21]3[CH:26]=[CH:25][C:24]([O:27][CH:28]4[CH2:33][CH2:32][CH2:31][CH2:30][CH2:29]4)=[C:23]([C:34]([O:36][CH3:37])=[O:35])[CH:22]=3)[CH:20]=2)[CH2:10][CH2:9]1)=O)(C)(C)C.[ClH:42], predict the reaction product. The product is: [ClH:42].[ClH:42].[CH3:37][O:36][C:34](=[O:35])[C:23]1[CH:22]=[C:21]([C:19]2[CH:20]=[C:15]([O:14][CH:11]3[CH2:10][CH2:9][NH:8][CH2:13][CH2:12]3)[N:16]=[N:17][C:18]=2[CH2:38][CH2:39][CH2:40][CH3:41])[CH:26]=[CH:25][C:24]=1[O:27][CH:28]1[CH2:29][CH2:30][CH2:31][CH2:32][CH2:33]1. (3) Given the reactants [F:1][C:2]1[CH:10]=[CH:9][C:8]([C:11]2[CH:12]=[C:13]3[C:25]([C:26](=[O:29])[NH:27][CH3:28])=[C:24]([C:30]4[CH:35]=[CH:34][C:33]([F:36])=[CH:32][CH:31]=4)[O:23][C:14]3=[N:15][C:16]=2[NH:17][CH2:18][C:19]([F:22])([F:21])[F:20])=[CH:7][C:3]=1[C:4](O)=[O:5].C(N(C(C)C)C(C)C)C.Cl.Cl.[C:48]12([NH2:53])[CH2:52][CH:50]([CH2:51]1)[CH2:49]2.CN(C(ON1N=NC2C=CC=NC1=2)=[N+](C)C)C.F[P-](F)(F)(F)(F)F, predict the reaction product. The product is: [C:48]12([NH:53][C:4]([C:3]3[CH:7]=[C:8]([C:11]4[CH:12]=[C:13]5[C:25]([C:26]([NH:27][CH3:28])=[O:29])=[C:24]([C:30]6[CH:35]=[CH:34][C:33]([F:36])=[CH:32][CH:31]=6)[O:23][C:14]5=[N:15][C:16]=4[NH:17][CH2:18][C:19]([F:22])([F:21])[F:20])[CH:9]=[CH:10][C:2]=3[F:1])=[O:5])[CH2:52][CH:50]([CH2:51]1)[CH2:49]2. (4) Given the reactants [CH2:1]1[O:9][C:8]2[CH:7]=[CH:6][C:5]([CH:10]3[C:18]4[C:13](=[CH:14][CH:15]=[CH:16][CH:17]=4)[C:12]([C:19]4[CH:24]=[CH:23][CH:22]=[CH:21][CH:20]=4)=[C:11]3[C:25]([O:27]CC)=[O:26])=[CH:4][C:3]=2[O:2]1.OC1(C2C=CC3OCOC=3C=2)C2C(=CC=CC=2)C(C2C=CC=CC=2)=C1C(OCC)=O.C([SiH](CC)CC)C.B(F)(F)F.CCOCC.Cl, predict the reaction product. The product is: [CH2:1]1[O:9][C:8]2[CH:7]=[CH:6][C:5]([CH:10]3[C:18]4[C:13](=[CH:14][CH:15]=[CH:16][CH:17]=4)[CH:12]([C:19]4[CH:20]=[CH:21][CH:22]=[CH:23][CH:24]=4)[CH:11]3[C:25]([OH:27])=[O:26])=[CH:4][C:3]=2[O:2]1. (5) Given the reactants [OH-].[Na+].[C:3]1([C:9]2[N:10]=[CH:11][N:12]([C:14]3[C:19]([C:20]([O:22]CC)=[O:21])=[CH:18][CH:17]=[CH:16][N:15]=3)[CH:13]=2)[CH:8]=[CH:7][CH:6]=[CH:5][CH:4]=1, predict the reaction product. The product is: [C:3]1([C:9]2[N:10]=[CH:11][N:12]([C:14]3[C:19]([C:20]([OH:22])=[O:21])=[CH:18][CH:17]=[CH:16][N:15]=3)[CH:13]=2)[CH:4]=[CH:5][CH:6]=[CH:7][CH:8]=1.